Task: Predict which catalyst facilitates the given reaction.. Dataset: Catalyst prediction with 721,799 reactions and 888 catalyst types from USPTO Reactant: C(OC(=O)[N:7]([CH2:25][CH:26]1[CH2:28][CH2:27]1)[C@@H:8]1[CH2:10][C@H:9]1[C:11]1[CH:16]=[CH:15][C:14]([NH:17][C:18]([C:20]2[CH:21]=[N:22][NH:23][CH:24]=2)=[O:19])=[CH:13][CH:12]=1)(C)(C)C.[ClH:30].COC1CCCC1. Product: [ClH:30].[CH:26]1([CH2:25][NH:7][C@@H:8]2[CH2:10][C@H:9]2[C:11]2[CH:16]=[CH:15][C:14]([NH:17][C:18]([C:20]3[CH:21]=[N:22][NH:23][CH:24]=3)=[O:19])=[CH:13][CH:12]=2)[CH2:28][CH2:27]1. The catalyst class is: 1.